This data is from Peptide-MHC class I binding affinity with 185,985 pairs from IEDB/IMGT. The task is: Regression. Given a peptide amino acid sequence and an MHC pseudo amino acid sequence, predict their binding affinity value. This is MHC class I binding data. (1) The peptide sequence is FLQQRKPPL. The MHC is HLA-A68:02 with pseudo-sequence HLA-A68:02. The binding affinity (normalized) is 0.0847. (2) The peptide sequence is DRFYKTLRA. The MHC is HLA-B07:02 with pseudo-sequence HLA-B07:02. The binding affinity (normalized) is 0. (3) The peptide sequence is KSHAAYIDY. The MHC is HLA-A32:01 with pseudo-sequence HLA-A32:01. The binding affinity (normalized) is 0.374. (4) The peptide sequence is IEAEVIPA. The MHC is HLA-B45:01 with pseudo-sequence HLA-B45:01. The binding affinity (normalized) is 0.192. (5) The peptide sequence is KVGFIMLFH. The MHC is HLA-A02:19 with pseudo-sequence HLA-A02:19. The binding affinity (normalized) is 0.0847.